From a dataset of Experimentally validated miRNA-target interactions with 360,000+ pairs, plus equal number of negative samples. Binary Classification. Given a miRNA mature sequence and a target amino acid sequence, predict their likelihood of interaction. (1) The miRNA is mmu-miR-1964-3p with sequence CCGACUUCUGGGCUCCGGCUUU. The protein sequence of the target gene is MSTTSKESLVCNLRQLKCHFTWNLIAEDESLDEFEDRVFNKDEFQNSEFKATMCNILAYVKHCRGLNEAALQCLGEAEGFIQQQHPDQVEIRSLVTWGNYAWVYYHMGQFSKAQAYLDKVKQVCKKFSSPYRIENPALDCEEGWARLKCTKNQNERVKVCFQKALEKDPKNPEFTSGWAIAFYRLDDWPARNYCIDSLEQAIQLSPDNTYVKVLLALKLDAVHVHKNQAMALVEEALKKDPSAIDTLLRAARFYCKVYDTDRAIQLLRKALEKLPNNAYVHYYMGCCYRSKVHHMLNRRE.... Result: 0 (no interaction). (2) The miRNA is hsa-miR-5006-5p with sequence UUGCCAGGGCAGGAGGUGGAA. The protein sequence of the target gene is MTTARYRPTWDLALDPLVSCKLCLGEYPAEQMTTIAQCQCIFCTLCLKQYVELLIKEGLETAISCPDAACPKQGHLQENEIECMVAAEIMQRYKKLQFEREVLFDPCRTWCPASTCQAVCQLQDIGLQTPQLVQCKACDMEFCSACKARWHPGQGCPETMPITFLPGETSSAFKMEEGDAPIKRCPKCRVYIERDEGCAQMMCKNCKHAFCWYCLESLDDDFLLIHYDKGPCRNKLGHSRASVIWHRTQVVGIFAGFGLLLLVASPFLLLATPFVLCCKCKCSKGDDDPLPT. Result: 0 (no interaction). (3) The miRNA is hsa-miR-431-5p with sequence UGUCUUGCAGGCCGUCAUGCA. The protein sequence of the target gene is MCGSYYGNYYGTPGYGFCGYGGLGYGYGGLGCGYGSCCGCGFRRLGCGYGYGSRSLCGYGYGCGSGSGYYY. Result: 0 (no interaction). (4) The miRNA is hsa-miR-148a-3p with sequence UCAGUGCACUACAGAACUUUGU. The protein sequence of the target gene is MTSRFGKTYSRKGGNGSSKFDEVFSNKRTTLSTKWGETTFMAKLGQKRPNFKPDIQEIPKKPKVEEESTGDPFGFDSDDESLPVSSKNLAQVKCSSYSESSEAAQLEEVTSVLEANSKISHVVVEDTVVSDKCFPLEDTLLGKEKSTNRIVEDDASISSCNKLITSDKVENFHEEHEKNSHHIHKNADDSTKKPNAETTVASEIKETNDTWNSQFGKRPESPSEISPIKGSVRTGLFEWDNDFEDIRSEDCILSLDSDPLLEMKDDDFKNRLENLNEAIEEDIVQSVLRPTNCRTYCRAN.... Result: 1 (interaction). (5) The miRNA is hsa-miR-1322 with sequence GAUGAUGCUGCUGAUGCUG. The protein sequence of the target gene is MRNPGGSLPHTLPRALQHAGRTGVVEQPGRWAPERTAGGDRSEDRLPRGGGASAAAAAAAAAASGALLGAYLERHGLPAASDLPAPAGALAGGPGSGGGVVVGVAEVRNWRCCCLGSTCWCRSLVLVCVLAALCFASLALVRRYLQHLLLWVESLDSLLGVLLFVVGFIVVSFPCGWGYIVLNVAAGYLYGFVLGMGLMVVGVLIGTFIAHVVCKRLLTAWVAARIQNSDKLSAVIRVVEGGSGLKVVALARLTPIPFGLQNAVFSITDVPLPSYLMASSAGLLPTQLLNSYLGTTLRTM.... Result: 0 (no interaction). (6) The miRNA is hsa-miR-6873-5p with sequence CAGAGGGAAUACAGAGGGCAAU. The protein sequence of the target gene is MFQGQRGWFCGSVSQDLRQFWVAEGGTISDPRAADFLFSCDASHPDTLRIYQSLDYIEDNATVFHAYYLSAVANAKIKNSVALGHFILPPACLQKEIRRKIGSFIWEQDQHFLIEKHDEVTPNEIKTLRENSELATEHKKELSKSPEKHFIRTPVVEKQMYFPLQNYPVNNMVTGYISIDAMKKFLGELHDFIPGTSGYLAYHVQNEINMSAIKNKLKRK. Result: 1 (interaction). (7) The miRNA is rno-miR-19b-3p with sequence UGUGCAAAUCCAUGCAAAACUGA. The protein sequence of the target gene is MTKTDPAPMAPPPRGEEEEEEEEDEPVPEAPSPTQERRQKPVVHPSAPAPLPKDYAFTFFDPNDPACQEILFDPQTTIPELFAIVRQWVPQVQHKIDVIGNEILRRGCHVNDRDGLTDMTLLHYACKAGAHGVGDPAAAVRLSQQLLALGADVTLRSRWTNMNALHYAAYFDVPDLVRVLLKGARPRVVNSTCSDFNHGSALHIAASSLCLGAAKCLLEHGANPALRNRKGQVPAEVVPDPMDMSLDKAEAALVAKELRTLLEEAVPLSCALPKVTLPNYDNVPGNLMLSALGLRLGDRV.... Result: 0 (no interaction). (8) The miRNA is hsa-miR-550b-2-5p with sequence AUGUGCCUGAGGGAGUAAGACA. The protein sequence of the target gene is MASGSGDSVTRRSVASQFFTQEEGPGIDGMTTSERVVDLLNQAALITNDSKITVLKQVQELIINKDPTLLDNFLDEIIAFQADKSIEVRKFVIGFIEEACKRDIELLLKLIANLNMLLRDENVNVVKKAILTMTQLYKVALQWMVKSRVISELQEACWDMVSAMAGDIILLLDSDNDGIRTHAIKFVEGLIVTLSPRMADSEIPRRQEHDISLDRIPRDHPYIQYNVLWEEGKAALEQLLKFMVHPAISSINLTTALGSLANIARQRPMFMSEVIQAYETLHANLPPTLAKSQVSSVRKN.... Result: 0 (no interaction).